This data is from Full USPTO retrosynthesis dataset with 1.9M reactions from patents (1976-2016). The task is: Predict the reactants needed to synthesize the given product. (1) Given the product [CH3:15][NH:16][C:11]([C:4]1[C:5]2[C:10](=[CH:9][CH:8]=[CH:7][CH:6]=2)[N:2]([CH3:1])[CH:3]=1)=[O:13], predict the reactants needed to synthesize it. The reactants are: [CH3:1][N:2]1[C:10]2[C:5](=[CH:6][CH:7]=[CH:8][CH:9]=2)[C:4]([C:11]([O:13]C)=O)=[CH:3]1.[CH3:15][NH2:16]. (2) Given the product [NH2:1][C:2]1[N:7]=[C:6]([O:8][CH3:9])[N:5]=[C:4]([CH2:25][CH2:24][CH2:23][CH2:22][O:21][C:18](=[O:20])[CH3:19])[CH:3]=1, predict the reactants needed to synthesize it. The reactants are: [NH2:1][C:2]1[N:7]=[C:6]([O:8][CH3:9])[NH:5][C:4](=O)[CH:3]=1.C([O-])([O-])=O.[K+].[K+].[Cl-].[C:18]([O:21][CH2:22][CH2:23][CH2:24][CH2:25]Br)(=[O:20])[CH3:19]. (3) Given the product [Cl:30][C:22]1[CH:21]=[C:20]([C@@H:13]([CH2:14][CH:15]2[CH2:19][CH2:18][CH2:17][CH2:16]2)[C:12]([NH:11][C:8]2[CH:9]=[CH:10][N:6]([CH2:5][C:4]3[CH:32]=[CH:33][CH:34]=[C:2]([NH:1][S:44]([CH2:42][CH3:43])(=[O:46])=[O:45])[CH:3]=3)[N:7]=2)=[O:31])[CH:25]=[CH:24][C:23]=1[S:26]([CH3:29])(=[O:28])=[O:27], predict the reactants needed to synthesize it. The reactants are: [NH2:1][C:2]1[CH:3]=[C:4]([CH:32]=[CH:33][CH:34]=1)[CH2:5][N:6]1[CH:10]=[CH:9][C:8]([NH:11][C:12](=[O:31])[C@@H:13]([C:20]2[CH:25]=[CH:24][C:23]([S:26]([CH3:29])(=[O:28])=[O:27])=[C:22]([Cl:30])[CH:21]=2)[CH2:14][CH:15]2[CH2:19][CH2:18][CH2:17][CH2:16]2)=[N:7]1.CN1CCOCC1.[CH2:42]([S:44](Cl)(=[O:46])=[O:45])[CH3:43]. (4) Given the product [CH2:1]([O:3][C:4](=[O:25])[CH2:5][C:6]1[N:10]2[CH:11]=[C:12]([CH3:15])[CH:13]=[CH:14][C:9]2=[N:8][C:7]=1[C:16]1[CH:17]=[CH:18][C:19]([O:22][CH3:23])=[CH:20][CH:21]=1)[CH3:2], predict the reactants needed to synthesize it. The reactants are: [CH2:1]([O:3][C:4](=[O:25])[CH:5](O)[C:6]1[N:10]2[CH:11]=[C:12]([CH3:15])[CH:13]=[CH:14][C:9]2=[N:8][C:7]=1[C:16]1[CH:21]=[CH:20][C:19]([O:22][CH3:23])=[CH:18][CH:17]=1)[CH3:2]. (5) Given the product [Cl:25][C:26]1[CH:31]=[CH:30][CH:29]=[CH:28][C:27]=1[S:32][C:2]1[CH:3]=[C:4]2[C:8](=[C:9]([C:11]([NH2:13])=[O:12])[CH:10]=1)[NH:7][CH:6]=[C:5]2[CH:14]1[CH2:19][CH2:18][N:17]([S:20]([CH2:23][CH3:24])(=[O:22])=[O:21])[CH2:16][CH2:15]1, predict the reactants needed to synthesize it. The reactants are: Br[C:2]1[CH:3]=[C:4]2[C:8](=[C:9]([C:11]([NH2:13])=[O:12])[CH:10]=1)[NH:7][CH:6]=[C:5]2[CH:14]1[CH2:19][CH2:18][N:17]([S:20]([CH2:23][CH3:24])(=[O:22])=[O:21])[CH2:16][CH2:15]1.[Cl:25][C:26]1[CH:31]=[CH:30][CH:29]=[CH:28][C:27]=1[SH:32].C(O)CO.C(=O)([O-])[O-].[K+].[K+]. (6) Given the product [F:11][CH:12]([F:23])[O:13][C:14]1[CH:15]=[C:16]([NH:20][C:21]([NH:7][CH2:6][CH2:5][C:4]2[CH:8]=[CH:9][CH:10]=[C:2]([F:1])[CH:3]=2)=[O:22])[CH:17]=[CH:18][CH:19]=1, predict the reactants needed to synthesize it. The reactants are: [F:1][C:2]1[CH:3]=[C:4]([CH:8]=[CH:9][CH:10]=1)[CH2:5][CH2:6][NH2:7].[F:11][CH:12]([F:23])[O:13][C:14]1[CH:15]=[C:16]([N:20]=[C:21]=[O:22])[CH:17]=[CH:18][CH:19]=1. (7) Given the product [CH:1]1([CH2:4][NH:5][C:7](=[O:8])[NH:6][C:9]2[CH:19]=[CH:18][C:12]([C:13]([O:15][CH2:16][CH3:17])=[O:14])=[CH:11][CH:10]=2)[CH2:3][CH2:2]1, predict the reactants needed to synthesize it. The reactants are: [CH:1]1([CH2:4][NH2:5])[CH2:3][CH2:2]1.[N:6]([C:9]1[CH:19]=[CH:18][C:12]([C:13]([O:15][CH2:16][CH3:17])=[O:14])=[CH:11][CH:10]=1)=[C:7]=[O:8].